Task: Regression/Classification. Given a drug SMILES string, predict its absorption, distribution, metabolism, or excretion properties. Task type varies by dataset: regression for continuous measurements (e.g., permeability, clearance, half-life) or binary classification for categorical outcomes (e.g., BBB penetration, CYP inhibition). Dataset: cyp2d6_veith.. Dataset: CYP2D6 inhibition data for predicting drug metabolism from PubChem BioAssay (1) The molecule is CC(=O)N[C@H](Cc1ccc(O)cc1)C(=O)O. The result is 0 (non-inhibitor). (2) The molecule is CNc1c2c(nn1C)CCCC2. The result is 0 (non-inhibitor). (3) The compound is CC(C)(C)N1C(=O)[C@H]2CC[C@@H]3/C(=N\OC[C@@H](O)COCc4ccco4)C[C@@H](O)[C@@H](O)[C@@H]3[C@@H]2C1=O. The result is 0 (non-inhibitor). (4) The compound is Cc1oc(C(C)(C)C)cc1C(=O)Nc1cccc(/C=C/C(=O)O)c1. The result is 0 (non-inhibitor). (5) The drug is COc1cc2c(C(=O)N3CCN(C)CC3)c(C)n(-c3ccccc3)c2cc1Br. The result is 0 (non-inhibitor).